The task is: Predict the reaction yield, written as a fraction of the theoretical maximum amount of product (1.0 means a 100% yield; for example, 0.34 means a 34% yield).. This data is from Reaction yield outcomes from USPTO patents with 853,638 reactions. (1) The reactants are [BH4-].[Na+].[Si:3]([O:10][C:11]1[CH:16]=[C:15]([O:17][Si:18]([C:21]([CH3:24])([CH3:23])[CH3:22])([CH3:20])[CH3:19])[CH:14]=[CH:13][C:12]=1[CH:25]1[CH2:30][CH2:29][C:28](=[O:31])[CH2:27][CH2:26]1)([C:6]([CH3:9])([CH3:8])[CH3:7])([CH3:5])[CH3:4]. The catalyst is C(O)C. The product is [Si:3]([O:10][C:11]1[CH:16]=[C:15]([O:17][Si:18]([C:21]([CH3:22])([CH3:23])[CH3:24])([CH3:20])[CH3:19])[CH:14]=[CH:13][C:12]=1[C@@H:25]1[CH2:26][CH2:27][C@H:28]([OH:31])[CH2:29][CH2:30]1)([C:6]([CH3:7])([CH3:8])[CH3:9])([CH3:5])[CH3:4].[Si:3]([O:10][C:11]1[CH:16]=[C:15]([O:17][Si:18]([C:21]([CH3:22])([CH3:23])[CH3:24])([CH3:20])[CH3:19])[CH:14]=[CH:13][C:12]=1[C@H:25]1[CH2:26][CH2:27][C@H:28]([OH:31])[CH2:29][CH2:30]1)([C:6]([CH3:7])([CH3:8])[CH3:9])([CH3:5])[CH3:4]. The yield is 0.350. (2) The reactants are O1CCCC1.[NH2:6][C:7]1[C:12]([C:13]2[O:17][N:16]=[C:15]([CH2:18][C:19]3[CH:24]=[CH:23][C:22]([OH:25])=[CH:21][CH:20]=3)[CH:14]=2)=[CH:11][CH:10]=[C:9]([NH2:26])[N:8]=1.[OH-].[Na+].Cl[CH2:30][C:31]1[CH:36]=[CH:35][CH:34]=[C:33]([F:37])[N:32]=1. The catalyst is CN(C)C=O. The product is [F:37][C:33]1[N:32]=[C:31]([CH2:30][O:25][C:22]2[CH:23]=[CH:24][C:19]([CH2:18][C:15]3[CH:14]=[C:13]([C:12]4[C:7]([NH2:6])=[N:8][C:9]([NH2:26])=[CH:10][CH:11]=4)[O:17][N:16]=3)=[CH:20][CH:21]=2)[CH:36]=[CH:35][CH:34]=1. The yield is 0.110. (3) The reactants are O[Li].[OH2:3].C(OC(=O)[CH2:8][CH:9]1[N:14]2[CH:15]=[C:16]([N+:18]([O-:20])=[O:19])[CH:17]=[C:13]2[C:12](=[O:21])[NH:11][CH2:10]1)C.O1CCCC1.[OH2:28]. No catalyst specified. The product is [N+:18]([C:16]1[CH:17]=[C:13]2[C:12](=[O:21])[NH:11][CH2:10][CH:9]([C:8]([OH:28])=[O:3])[N:14]2[CH:15]=1)([O-:20])=[O:19]. The yield is 0.750.